Dataset: Reaction yield outcomes from USPTO patents with 853,638 reactions. Task: Predict the reaction yield, written as a fraction of the theoretical maximum amount of product (1.0 means a 100% yield; for example, 0.34 means a 34% yield). (1) The product is [I:26][C:21]1[C:22]([O:24][CH3:25])=[CH:23][C:18]([C@@H:13]([OH:12])[C:14]([CH3:17])([CH3:16])[CH3:15])=[C:19]([N+:27]([O-:29])=[O:28])[CH:20]=1. The reactants are [C@]12(C)C(C)(C)C(CC1)CC2C([O:12][C@H:13]([C:18]1[CH:23]=[C:22]([O:24][CH3:25])[C:21]([I:26])=[CH:20][C:19]=1[N+:27]([O-:29])=[O:28])[C:14]([CH3:17])([CH3:16])[CH3:15])=O.C([O-])([O-])=O.[K+].[K+]. The yield is 0.980. The catalyst is CO. (2) The reactants are Br[C:2]1[CH:7]=[CH:6][CH:5]=[C:4]([Br:8])[N:3]=1.[C:9]([Cu])#[N:10]. The catalyst is CN(C=O)C. The product is [Br:8][C:4]1[N:3]=[C:2]([C:9]#[N:10])[CH:7]=[CH:6][CH:5]=1. The yield is 0.300. (3) The reactants are [C@H:1]12[CH2:7][C@H:4]([NH:5][CH2:6]1)[CH2:3][N:2]2[C:8]([O:10][C:11]([CH3:14])([CH3:13])[CH3:12])=[O:9].[Cl:15][C:16]1[N:17]=[N:18][C:19](Cl)=[CH:20][CH:21]=1.C(N(CC)CC)C. The catalyst is C1(C)C=CC=CC=1. The product is [Cl:15][C:16]1[N:17]=[N:18][C:19]([N:5]2[CH2:6][C@@H:1]3[CH2:7][C@H:4]2[CH2:3][N:2]3[C:8]([O:10][C:11]([CH3:14])([CH3:13])[CH3:12])=[O:9])=[CH:20][CH:21]=1. The yield is 0.810. (4) The reactants are C([Li])(CC)C.[CH3:6][O:7][C:8]1[CH:16]=[C:15]([C:17]([F:20])([F:19])[F:18])[CH:14]=[CH:13][C:9]=1[C:10]([OH:12])=[O:11].[CH3:21][S:22]SC. The catalyst is O1CCCC1. The product is [CH3:6][O:7][C:8]1[CH:16]=[C:15]([C:17]([F:18])([F:19])[F:20])[CH:14]=[C:13]([S:22][CH3:21])[C:9]=1[C:10]([OH:12])=[O:11]. The yield is 0.110. (5) The reactants are [N:1]1[CH:6]=[CH:5][CH:4]=[CH:3][C:2]=1[C:7]1[N:11]=[C:10]([C:12]2[CH:17]=[C:16]([OH:18])[CH:15]=[C:14]([C:19]#[N:20])[CH:13]=2)[O:9][N:8]=1.C(=O)([O-])[O-].[K+].[K+].Cl.[CH3:28][N:29]([CH3:33])[CH2:30][CH2:31]Cl. The catalyst is CN(C)C=O.ClCCl. The product is [N:1]1[CH:6]=[CH:5][CH:4]=[CH:3][C:2]=1[C:7]1[N:11]=[C:10]([C:12]2[CH:17]=[C:16]([O:18][CH2:31][CH2:30][N:29]([CH3:33])[CH3:28])[CH:15]=[C:14]([C:19]#[N:20])[CH:13]=2)[O:9][N:8]=1. The yield is 0.530. (6) The reactants are [Cl:1][C:2]1[CH:3]=[C:4]([C:8]([C:10]2[CH:11]=[N:12][C:13]3[C:18]([CH:19]=2)=[CH:17][CH:16]=[CH:15][C:14]=3[N:20]2[CH2:25][CH2:24][N:23](C(OC(C)(C)C)=O)[CH2:22][CH2:21]2)=[O:9])[CH:5]=[CH:6][CH:7]=1.Cl. The catalyst is O1CCOCC1. The product is [ClH:1].[Cl:1][C:2]1[CH:3]=[C:4]([C:8]([C:10]2[CH:11]=[N:12][C:13]3[C:18]([CH:19]=2)=[CH:17][CH:16]=[CH:15][C:14]=3[N:20]2[CH2:25][CH2:24][NH:23][CH2:22][CH2:21]2)=[O:9])[CH:5]=[CH:6][CH:7]=1. The yield is 0.980. (7) The reactants are O=P(Cl)(Cl)Cl.[Br:6][C:7]1[CH:8]=[C:9]2[C:13](=[CH:14][CH:15]=1)[NH:12][CH:11]=[CH:10]2.[OH-].[Na+].CN([CH:21]=[O:22])C. The yield is 1.00. The product is [Br:6][C:7]1[CH:8]=[C:9]2[C:13](=[CH:14][CH:15]=1)[NH:12][CH:11]=[C:10]2[CH:21]=[O:22]. No catalyst specified.